Dataset: Full USPTO retrosynthesis dataset with 1.9M reactions from patents (1976-2016). Task: Predict the reactants needed to synthesize the given product. Given the product [CH3:6][NH2:7].[CH3:6][NH:7][C:31]([CH:33]1[CH2:37][C:36](=[O:38])[N:35]([C:39]2[CH:44]=[CH:43][C:42]([O:45][CH2:46][C:47]3[CH:52]=[C:51]([F:53])[C:50]([F:54])=[CH:49][C:48]=3[F:55])=[CH:41][CH:40]=2)[CH2:34]1)=[O:30], predict the reactants needed to synthesize it. The reactants are: COC(C1CC(=O)[N:7](C2C=CC(O)=CC=2)[CH2:6]1)=O.FC1C=C(F)C(F)=CC=1CBr.C[O:30][C:31]([CH:33]1[CH2:37][C:36](=[O:38])[N:35]([C:39]2[CH:44]=[CH:43][C:42]([O:45][CH2:46][C:47]3[CH:52]=[C:51]([F:53])[C:50]([F:54])=[CH:49][C:48]=3[F:55])=[CH:41][CH:40]=2)[CH2:34]1)=O.